Task: Predict the reaction yield, written as a fraction of the theoretical maximum amount of product (1.0 means a 100% yield; for example, 0.34 means a 34% yield).. Dataset: Reaction yield outcomes from USPTO patents with 853,638 reactions (1) The reactants are C1(C)C=CC=CC=1P(C1C=CC=CC=1C)C1C=CC=CC=1C.[Cl:23][C:24]1[CH:29]=[CH:28][C:27](I)=[CH:26][CH:25]=1.[CH:31]([C:33]1[CH:34]=[N:35][CH:36]=[C:37]([CH:40]=1)[C:38]#[N:39])=[CH2:32]. The catalyst is C([O-])(=O)C.[Pd+2].C([O-])(=O)C.[Cu]I. The product is [Cl:23][C:24]1[CH:29]=[CH:28][C:27]([CH:32]=[CH:31][C:33]2[CH:34]=[N:35][CH:36]=[C:37]([CH:40]=2)[C:38]#[N:39])=[CH:26][CH:25]=1. The yield is 0.700. (2) The reactants are [F:1][C:2]1[C:3]([CH3:12])=[C:4]([CH:8]=[CH:9][C:10]=1[F:11])[C:5](O)=[O:6].C(Cl)(=O)C(Cl)=O.CN(C=O)C.[BH4-].[Na+]. The catalyst is ClCCl.C1COCC1. The product is [F:1][C:2]1[C:3]([CH3:12])=[C:4]([CH2:5][OH:6])[CH:8]=[CH:9][C:10]=1[F:11]. The yield is 0.820. (3) The reactants are [SH:1][C:2]1[S:3][C:4]2[CH2:14][CH2:13][C:12]3[C:7](=[CH:8][CH:9]=[CH:10][C:11]=3[O:15][CH2:16][C:17]([O:19]CC)=[O:18])[C:5]=2[N:6]=1.[F:22][C:23]1[CH:28]=[CH:27][CH:26]=[CH:25][C:24]=1[CH:29](Br)[C:30]1[CH:35]=[CH:34][CH:33]=[CH:32][C:31]=1[F:36]. No catalyst specified. The product is [F:22][C:23]1[CH:28]=[CH:27][CH:26]=[CH:25][C:24]=1[CH:29]([C:30]1[CH:35]=[CH:34][CH:33]=[CH:32][C:31]=1[F:36])[S:1][C:2]1[S:3][C:4]2[CH2:14][CH2:13][C:12]3[C:7](=[CH:8][CH:9]=[CH:10][C:11]=3[O:15][CH2:16][C:17]([OH:19])=[O:18])[C:5]=2[N:6]=1. The yield is 0.580. (4) The reactants are [CH:1]([Si:4](Cl)([CH:8]([CH3:10])[CH3:9])[CH:5]([CH3:7])[CH3:6])([CH3:3])[CH3:2].[F:12][C:13]1[CH:14]=[CH:15][C:16]2[N:17]([C:19]([C@@H:22]3[CH2:26][CH2:25][CH2:24][N:23]3[CH2:27][CH2:28][CH2:29][OH:30])=[N:20][N:21]=2)[CH:18]=1.CCN(CC)CC. The catalyst is C(Cl)Cl.CN(C)C1C=CN=CC=1. The product is [F:12][C:13]1[CH:14]=[CH:15][C:16]2[N:17]([C:19]([C@@H:22]3[CH2:26][CH2:25][CH2:24][N:23]3[CH2:27][CH2:28][CH2:29][O:30][Si:4]([CH:8]([CH3:10])[CH3:9])([CH:5]([CH3:7])[CH3:6])[CH:1]([CH3:3])[CH3:2])=[N:20][N:21]=2)[CH:18]=1. The yield is 0.920. (5) The reactants are [CH3:1][NH2:2].[CH3:3][N:4]1[C:12]2[C:7](=[CH:8][CH:9]=[CH:10][CH:11]=2)[C:6]([CH3:13])=[C:5]1[CH:14]=O.[BH4-].[Na+].O. The catalyst is CO. The product is [CH3:3][N:4]1[C:12]2[C:7](=[CH:8][CH:9]=[CH:10][CH:11]=2)[C:6]([CH3:13])=[C:5]1[CH2:14][NH:2][CH3:1]. The yield is 0.850. (6) The reactants are [Cl:1][C:2]1[CH:3]=[C:4]([C:9]2([C:28]([F:31])([F:30])[F:29])[O:13][N:12]=[C:11]([C:14]3[CH:19]=[CH:18][C:17]([S:20][CH:21]4[CH2:25][CH2:24][NH:23][C:22]4=[O:26])=[C:16]([CH3:27])[CH:15]=3)[CH2:10]2)[CH:5]=[C:6]([Cl:8])[CH:7]=1.C([O-])([O-])=O.[K+].[K+].FC(F)(F)S(O[CH2:44][C:45]([F:48])([F:47])[F:46])(=O)=O.O. The catalyst is C(#N)C.CCOC(C)=O. The product is [Cl:8][C:6]1[CH:5]=[C:4]([C:9]2([C:28]([F:31])([F:29])[F:30])[O:13][N:12]=[C:11]([C:14]3[CH:19]=[CH:18][C:17]([S:20][CH:21]4[CH2:25][CH2:24][N:23]([CH2:44][C:45]([F:48])([F:47])[F:46])[C:22]4=[O:26])=[C:16]([CH3:27])[CH:15]=3)[CH2:10]2)[CH:3]=[C:2]([Cl:1])[CH:7]=1. The yield is 0.0700.